Predict the product of the given reaction. From a dataset of Forward reaction prediction with 1.9M reactions from USPTO patents (1976-2016). (1) Given the reactants [CH3:1][O:2][C:3]1[CH:4]=[C:5]([C:18]2[S:19][CH:20]=[CH:21][N:22]=2)[CH:6]=[CH:7][C:8]=1B1OC(C)(C)C(C)(C)O1.Cl[C:24]1[C:33]2[C:28](=[CH:29][C:30]([S:34]([NH:37][C:38]3[CH:43]=[CH:42][N:41]=[CH:40][N:39]=3)(=[O:36])=[O:35])=[CH:31][CH:32]=2)[CH:27]=[CH:26][N:25]=1.C(=O)([O-])[O-].[K+].[K+].Cl, predict the reaction product. The product is: [CH3:1][O:2][C:3]1[CH:4]=[C:5]([C:18]2[S:19][CH:20]=[CH:21][N:22]=2)[CH:6]=[CH:7][C:8]=1[C:24]1[C:33]2[C:28](=[CH:29][C:30]([S:34]([NH:37][C:38]3[CH:43]=[CH:42][N:41]=[CH:40][N:39]=3)(=[O:35])=[O:36])=[CH:31][CH:32]=2)[CH:27]=[CH:26][N:25]=1. (2) Given the reactants C1C(=O)N(Br)C(=O)C1.[Br:9][C:10]1[CH:19]=[CH:18][C:17]2[C:12](=[CH:13][CH:14]=[CH:15][CH:16]=2)[CH:11]=1.N#N.BrC1C=CC2C(=CC=C(Br)C=2)C=1.[Mg].[CH:35]1[C:44]2[C:39](=[CH:40][CH:41]=[CH:42][CH:43]=2)[CH:38]=[CH:37][C:36]=1[C:45]1[CH:54]=[CH:53][C:52]2[C:47](=[CH:48][CH:49]=[C:50](C3C=CC4C(=CC=CC=4)C=3)[CH:51]=2)[CH:46]=1, predict the reaction product. The product is: [Br:9][C:10]1[CH:11]=[C:12]2[C:17](=[CH:18][CH:19]=1)[CH:16]=[C:15]([C:50]1[CH:49]=[CH:48][C:47]3[C:52](=[CH:53][CH:54]=[C:45]([C:36]4[CH:37]=[CH:38][C:39]5[C:44](=[CH:43][CH:42]=[CH:41][CH:40]=5)[CH:35]=4)[CH:46]=3)[CH:51]=1)[CH:14]=[CH:13]2. (3) Given the reactants [C:1]1([C:7]2[C:15]3[C:14](=O)[NH:13][CH:12]=[N:11][C:10]=3[S:9][CH:8]=2)[CH:6]=[CH:5][CH:4]=[CH:3][CH:2]=1.P(Cl)(Cl)([Cl:19])=O, predict the reaction product. The product is: [Cl:19][C:14]1[C:15]2[C:7]([C:1]3[CH:6]=[CH:5][CH:4]=[CH:3][CH:2]=3)=[CH:8][S:9][C:10]=2[N:11]=[CH:12][N:13]=1.